From a dataset of Full USPTO retrosynthesis dataset with 1.9M reactions from patents (1976-2016). Predict the reactants needed to synthesize the given product. (1) Given the product [C:33]1([CH3:36])[CH:32]=[CH:31][C:30]([NH:29][C:28]([N:27]=[S:25]([C:22]2[CH:21]=[CH:20][C:19]([NH:18][C:2]3[N:7]=[C:6]([NH:8][C@H:9]([CH3:12])[CH2:10][OH:11])[C:5]([C:13]4[S:14][CH:15]=[CH:16][CH:17]=4)=[CH:4][N:3]=3)=[CH:24][CH:23]=2)([CH3:38])=[O:26])=[O:37])=[CH:35][CH:34]=1, predict the reactants needed to synthesize it. The reactants are: Cl[C:2]1[N:7]=[C:6]([NH:8][C@H:9]([CH3:12])[CH2:10][OH:11])[C:5]([C:13]2[S:14][CH:15]=[CH:16][CH:17]=2)=[CH:4][N:3]=1.[NH2:18][C:19]1[CH:24]=[CH:23][C:22]([S:25]([CH3:38])(=[N:27][C:28](=[O:37])[NH:29][C:30]2[CH:35]=[CH:34][C:33]([CH3:36])=[CH:32][CH:31]=2)=[O:26])=[CH:21][CH:20]=1. (2) Given the product [OH:32][C:29]([CH3:31])([CH3:30])[CH2:28][C@@:19]1([C:22]2[CH:27]=[CH:26][CH:25]=[CH:24][CH:23]=2)[O:18][C:17](=[O:33])[N:16]([C@H:14]([C:11]2[CH:12]=[CH:13][C:8]([C:5]3[N:6]=[N:7][C:2]([N:34]4[CH2:41][CH2:40][CH2:39][C@@H:35]4[C:36]([NH2:38])=[O:37])=[CH:3][CH:4]=3)=[CH:9][CH:10]=2)[CH3:15])[CH2:21][CH2:20]1, predict the reactants needed to synthesize it. The reactants are: Cl[C:2]1[N:7]=[N:6][C:5]([C:8]2[CH:13]=[CH:12][C:11]([C@@H:14]([N:16]3[CH2:21][CH2:20][C@:19]([CH2:28][C:29]([OH:32])([CH3:31])[CH3:30])([C:22]4[CH:27]=[CH:26][CH:25]=[CH:24][CH:23]=4)[O:18][C:17]3=[O:33])[CH3:15])=[CH:10][CH:9]=2)=[CH:4][CH:3]=1.[NH:34]1[CH2:41][CH2:40][CH2:39][C@@H:35]1[C:36]([NH2:38])=[O:37]. (3) Given the product [Br:8][C:6]1[CH:5]=[N:4][CH:3]=[C:2]([O:12][CH2:9][CH2:10][CH3:11])[CH:7]=1, predict the reactants needed to synthesize it. The reactants are: Br[C:2]1[CH:3]=[N:4][CH:5]=[C:6]([Br:8])[CH:7]=1.[CH2:9]([OH:12])[CH2:10][CH3:11]. (4) Given the product [Br:1][C:2]1[CH:35]=[C:34]([F:36])[C:5]([NH:6][C:7]2[C:16]3[C:11](=[CH:12][C:13]([O:19][CH2:20][CH:21]4[CH2:26][CH2:25][NH:24][CH2:23][CH2:22]4)=[C:14]([O:17][CH3:18])[CH:15]=3)[N:10]=[CH:9][N:8]=2)=[C:4]([F:37])[CH:3]=1, predict the reactants needed to synthesize it. The reactants are: [Br:1][C:2]1[CH:35]=[C:34]([F:36])[C:5]([NH:6][C:7]2[C:16]3[C:11](=[CH:12][C:13]([O:19][CH2:20][CH:21]4[CH2:26][CH2:25][N:24](C(OC(C)(C)C)=O)[CH2:23][CH2:22]4)=[C:14]([O:17][CH3:18])[CH:15]=3)[N:10]=[CH:9][N:8]=2)=[C:4]([F:37])[CH:3]=1.C(O)(C(F)(F)F)=O. (5) Given the product [CH3:1][O:2][C:3](=[O:15])[C:4]1[C:5](=[CH:10][C:11]([O:14][C:21]2[CH:22]=[CH:17][C:18]([N+:26]([O-:28])=[O:27])=[CH:19][C:20]=2[N+:23]([O-:25])=[O:24])=[CH:12][CH:13]=1)[C:6]([O:8][CH3:9])=[O:7], predict the reactants needed to synthesize it. The reactants are: [CH3:1][O:2][C:3](=[O:15])[C:4]1[C:5](=[CH:10][C:11]([OH:14])=[CH:12][CH:13]=1)[C:6]([O:8][CH3:9])=[O:7].F[C:17]1[CH:22]=[CH:21][C:20]([N+:23]([O-:25])=[O:24])=[CH:19][C:18]=1[N+:26]([O-:28])=[O:27].